Dataset: Full USPTO retrosynthesis dataset with 1.9M reactions from patents (1976-2016). Task: Predict the reactants needed to synthesize the given product. The reactants are: [C:1]([O:5][C:6](=[O:22])[NH:7][C:8]1[CH:13]=[C:12]([CH2:14][CH2:15][CH3:16])[C:11]([C:17]([F:20])([F:19])[F:18])=[CH:10][C:9]=1[NH2:21])([CH3:4])([CH3:3])[CH3:2].C([O:27][C:28](=O)[CH2:29][C:30]([C:32]1[CH:37]=[CH:36][CH:35]=[C:34]([C:38]2[CH:39]=[N:40][C:41]([CH:44]3[CH2:46][CH2:45]3)=[CH:42][CH:43]=2)[CH:33]=1)=[O:31])(C)(C)C. Given the product [C:1]([O:5][C:6](=[O:22])[NH:7][C:8]1[CH:13]=[C:12]([CH2:14][CH2:15][CH3:16])[C:11]([C:17]([F:20])([F:19])[F:18])=[CH:10][C:9]=1[NH:21][C:28](=[O:27])[CH2:29][C:30]([C:32]1[CH:37]=[CH:36][CH:35]=[C:34]([C:38]2[CH:39]=[N:40][C:41]([CH:44]3[CH2:45][CH2:46]3)=[CH:42][CH:43]=2)[CH:33]=1)=[O:31])([CH3:2])([CH3:3])[CH3:4], predict the reactants needed to synthesize it.